Task: Predict the reaction yield, written as a fraction of the theoretical maximum amount of product (1.0 means a 100% yield; for example, 0.34 means a 34% yield).. Dataset: Reaction yield outcomes from USPTO patents with 853,638 reactions The reactants are [N+:1]([C:4]1[CH:5]=[N:6][NH:7][CH:8]=1)([O-:3])=[O:2].[CH2:9]=[C:10]([C:12]1[CH:17]=[CH:16][CH:15]=[CH:14][CH:13]=1)[CH3:11]. The catalyst is ClCCCl. The product is [N+:1]([C:4]1[CH:5]=[N:6][N:7]([C:10]([C:12]2[CH:17]=[CH:16][CH:15]=[CH:14][CH:13]=2)([CH3:11])[CH3:9])[CH:8]=1)([O-:3])=[O:2]. The yield is 0.0440.